From a dataset of Reaction yield outcomes from USPTO patents with 853,638 reactions. Predict the reaction yield, written as a fraction of the theoretical maximum amount of product (1.0 means a 100% yield; for example, 0.34 means a 34% yield). The reactants are [CH3:1][O:2][C:3]([C:5]1[CH:6]=[C:7]2[C:11](=[CH:12][CH:13]=1)[NH:10][C:9]([C:14]([O:16]CC1C=CC=CC=1)=[O:15])=[CH:8]2)=[O:4]. The catalyst is C1COCC1.[Pd]. The product is [CH3:1][O:2][C:3]([C:5]1[CH:6]=[C:7]2[C:11](=[CH:12][CH:13]=1)[NH:10][C:9]([C:14]([OH:16])=[O:15])=[CH:8]2)=[O:4]. The yield is 0.910.